This data is from Reaction yield outcomes from USPTO patents with 853,638 reactions. The task is: Predict the reaction yield, written as a fraction of the theoretical maximum amount of product (1.0 means a 100% yield; for example, 0.34 means a 34% yield). The yield is 1.00. The reactants are [CH3:1][N:2]1[C:6]2[CH:7]=[CH:8][CH:9]=[CH:10][C:5]=2[N:4]=[C:3]1[CH:11]=[O:12].[BH4-].[Na+]. The product is [CH3:1][N:2]1[C:6]2[CH:7]=[CH:8][CH:9]=[CH:10][C:5]=2[N:4]=[C:3]1[CH2:11][OH:12]. The catalyst is C1COCC1.CO.